The task is: Predict the reaction yield, written as a fraction of the theoretical maximum amount of product (1.0 means a 100% yield; for example, 0.34 means a 34% yield).. This data is from Reaction yield outcomes from USPTO patents with 853,638 reactions. The product is [CH2:1]([O:3][C:4](=[O:36])[CH2:5][N:6]1[CH2:11][CH2:10][N:9]([C:12](=[O:35])[C:13]2[CH:18]=[CH:17][CH:16]=[C:15]([C@@H:19]([N:27]3[CH2:32][C@@H:31]([CH3:33])[N:30]([CH2:37][C:38]4[CH:43]=[CH:42][CH:41]=[CH:40][CH:39]=4)[CH2:29][C@@H:28]3[CH3:34])[C:20]3[CH:25]=[CH:24][CH:23]=[C:22]([OH:26])[CH:21]=3)[CH:14]=2)[CH2:8][CH2:7]1)[CH3:2]. No catalyst specified. The yield is 0.340. The reactants are [CH2:1]([O:3][C:4](=[O:36])[CH2:5][N:6]1[CH2:11][CH2:10][N:9]([C:12](=[O:35])[C:13]2[CH:18]=[CH:17][CH:16]=[C:15]([C@@H:19]([N:27]3[CH2:32][C@@H:31]([CH3:33])[NH:30][CH2:29][C@@H:28]3[CH3:34])[C:20]3[CH:25]=[CH:24][CH:23]=[C:22]([OH:26])[CH:21]=3)[CH:14]=2)[CH2:8][CH2:7]1)[CH3:2].[CH:37](=O)[C:38]1[CH:43]=[CH:42][CH:41]=[CH:40][CH:39]=1.